This data is from Forward reaction prediction with 1.9M reactions from USPTO patents (1976-2016). The task is: Predict the product of the given reaction. (1) Given the reactants Br[C:2]1[CH:3]=[C:4]([NH:11][C:12](=[O:14])[CH3:13])[CH:5]=[C:6]([N+:8]([O-:10])=[O:9])[CH:7]=1.N#N.[CH3:17][N:18]1[CH:22]=[C:21](B2OC(C)(C)C(C)(C)O2)[CH:20]=[N:19]1.C(=O)([O-])[O-].[Na+].[Na+], predict the reaction product. The product is: [CH3:17][N:18]1[CH:22]=[C:21]([C:2]2[CH:3]=[C:4]([NH:11][C:12](=[O:14])[CH3:13])[CH:5]=[C:6]([N+:8]([O-:10])=[O:9])[CH:7]=2)[CH:20]=[N:19]1. (2) Given the reactants [CH2:1]([NH:3][C:4](=[O:11])[NH:5][O:6][CH2:7][C:8]([OH:10])=O)[CH3:2].[NH2:12][C@H:13]([C:26]([N:28]([CH2:38][C:39]1[C:40]2[CH:47]=[CH:46][CH:45]=[CH:44][C:41]=2[S:42][CH:43]=1)[C@@H:29]([CH3:37])[CH:30]([O:34][CH2:35][CH3:36])[O:31][CH2:32][CH3:33])=[O:27])[CH2:14][CH2:15][CH2:16][CH2:17][NH:18][C:19](=[O:25])[O:20][C:21]([CH3:24])([CH3:23])[CH3:22], predict the reaction product. The product is: [S:42]1[CH:43]=[C:39]([CH2:38][N:28]([C@@H:29]([CH3:37])[CH:30]([O:31][CH2:32][CH3:33])[O:34][CH2:35][CH3:36])[C:26]([C@H:13]([CH2:14][CH2:15][CH2:16][CH2:17][NH:18][C:19](=[O:25])[O:20][C:21]([CH3:22])([CH3:24])[CH3:23])[NH:12][C:8](=[O:10])[CH2:7][O:6][NH:5][C:4](=[O:11])[NH:3][CH2:1][CH3:2])=[O:27])[C:40]2[CH:47]=[CH:46][CH:45]=[CH:44][C:41]1=2. (3) Given the reactants C(OC([NH:8][CH2:9][C@H:10]1[CH2:15][CH2:14][C@H:13]([C:16]([NH:18][C@@H:19]([CH2:43][C:44]2[CH:49]=[CH:48][C:47]([C:50]3[CH:55]=[CH:54][C:53]([C:56](=[O:65])[NH:57][C@@H:58]4[CH2:63][CH2:62][CH2:61][NH:60][C:59]4=[O:64])=[C:52]([F:66])[CH:51]=3)=[CH:46][CH:45]=2)[C:20]([NH:22][C:23]2[CH:28]=[CH:27][C:26]([C:29]3[N:33]=[C:32]([C:34]([F:42])([F:41])[C:35]([F:40])([F:39])[C:36]([OH:38])=[O:37])[NH:31][N:30]=3)=[CH:25][CH:24]=2)=[O:21])=[O:17])[CH2:12][CH2:11]1)=O)(C)(C)C.[ClH:67], predict the reaction product. The product is: [ClH:67].[NH2:8][CH2:9][C@H:10]1[CH2:15][CH2:14][C@H:13]([C:16]([NH:18][C@@H:19]([CH2:43][C:44]2[CH:49]=[CH:48][C:47]([C:50]3[CH:55]=[CH:54][C:53]([C:56](=[O:65])[NH:57][C@@H:58]4[CH2:63][CH2:62][CH2:61][NH:60][C:59]4=[O:64])=[C:52]([F:66])[CH:51]=3)=[CH:46][CH:45]=2)[C:20]([NH:22][C:23]2[CH:24]=[CH:25][C:26]([C:29]3[N:33]=[C:32]([C:34]([F:41])([F:42])[C:35]([F:39])([F:40])[C:36]([OH:38])=[O:37])[NH:31][N:30]=3)=[CH:27][CH:28]=2)=[O:21])=[O:17])[CH2:12][CH2:11]1. (4) Given the reactants [Br:1][C:2]1[CH:3]=[C:4]([S:8](Cl)(=[O:10])=[O:9])[CH:5]=[CH:6][CH:7]=1.[CH3:12][NH2:13], predict the reaction product. The product is: [CH3:12][NH:13][S:8]([C:4]1[CH:5]=[CH:6][CH:7]=[C:2]([Br:1])[CH:3]=1)(=[O:10])=[O:9]. (5) Given the reactants C([O:3][C:4]([C:6]12[CH2:24][CH:23]1[CH:22]=[CH:21][CH2:20][CH2:19][CH2:18][CH2:17][CH2:16][CH:15]([NH:25][C:26]([O:28][C:29]([CH3:32])([CH3:31])[CH3:30])=[O:27])[C:14](=[O:33])[N:13]1[CH:9]([CH2:10][CH:11]([O:34][Si:35]([C:38]([CH3:41])([CH3:40])[CH3:39])([CH3:37])[CH3:36])[CH2:12]1)[C:8](=[O:42])[NH:7]2)=[O:5])C.O.[OH-].[Li+], predict the reaction product. The product is: [C:29]([O:28][C:26]([NH:25][CH:15]1[C:14](=[O:33])[N:13]2[CH:9]([CH2:10][CH:11]([O:34][Si:35]([C:38]([CH3:40])([CH3:39])[CH3:41])([CH3:37])[CH3:36])[CH2:12]2)[C:8](=[O:42])[NH:7][C:6]2([C:4]([OH:5])=[O:3])[CH:23]([CH2:24]2)[CH:22]=[CH:21][CH2:20][CH2:19][CH2:18][CH2:17][CH2:16]1)=[O:27])([CH3:30])([CH3:31])[CH3:32].